Dataset: Full USPTO retrosynthesis dataset with 1.9M reactions from patents (1976-2016). Task: Predict the reactants needed to synthesize the given product. (1) Given the product [NH2:1][C:2]1[C:3]([C:25]([NH2:26])=[O:29])=[N:4][C:5]([C:15]2[CH:20]=[CH:19][C:18](=[O:21])[N:17]([CH:22]([CH3:24])[CH3:23])[N:16]=2)=[C:6]([C:8]2[CH:13]=[CH:12][C:11]([F:14])=[CH:10][CH:9]=2)[N:7]=1, predict the reactants needed to synthesize it. The reactants are: [NH2:1][C:2]1[C:3]([C:25]#[N:26])=[N:4][C:5]([C:15]2[CH:20]=[CH:19][C:18](=[O:21])[N:17]([CH:22]([CH3:24])[CH3:23])[N:16]=2)=[C:6]([C:8]2[CH:13]=[CH:12][C:11]([F:14])=[CH:10][CH:9]=2)[N:7]=1.CC(O)=[O:29].O.C([O-])(O)=O.[Na+]. (2) Given the product [F:10][S:11]([N-:14][S:15]([F:18])(=[O:17])=[O:16])(=[O:13])=[O:12].[CH2:2]([N+:4]([CH2:7][CH2:8][OH:9])([CH3:6])[CH3:5])[CH3:3], predict the reactants needed to synthesize it. The reactants are: [Br-].[CH2:2]([N+:4]([CH2:7][CH2:8][OH:9])([CH3:6])[CH3:5])[CH3:3].[F:10][S:11]([N-:14][S:15]([F:18])(=[O:17])=[O:16])(=[O:13])=[O:12].[K+].